Dataset: NCI-60 drug combinations with 297,098 pairs across 59 cell lines. Task: Regression. Given two drug SMILES strings and cell line genomic features, predict the synergy score measuring deviation from expected non-interaction effect. (1) Synergy scores: CSS=26.8, Synergy_ZIP=5.72, Synergy_Bliss=9.10, Synergy_Loewe=1.09, Synergy_HSA=7.33. Drug 2: CC1=C(C(=CC=C1)Cl)NC(=O)C2=CN=C(S2)NC3=CC(=NC(=N3)C)N4CCN(CC4)CCO. Drug 1: CCN(CC)CCNC(=O)C1=C(NC(=C1C)C=C2C3=C(C=CC(=C3)F)NC2=O)C. Cell line: T-47D. (2) Drug 2: CC1=C(C(=O)C2=C(C1=O)N3CC4C(C3(C2COC(=O)N)OC)N4)N. Drug 1: C1=CC(=CC=C1CC(C(=O)O)N)N(CCCl)CCCl.Cl. Cell line: MDA-MB-435. Synergy scores: CSS=16.4, Synergy_ZIP=-1.47, Synergy_Bliss=1.66, Synergy_Loewe=-13.1, Synergy_HSA=-3.73. (3) Drug 1: C1=C(C(=O)NC(=O)N1)F. Drug 2: COC1=C2C(=CC3=C1OC=C3)C=CC(=O)O2. Cell line: OVCAR-4. Synergy scores: CSS=46.0, Synergy_ZIP=-0.440, Synergy_Bliss=-2.41, Synergy_Loewe=-4.75, Synergy_HSA=-1.97. (4) Drug 1: CN(CC1=CN=C2C(=N1)C(=NC(=N2)N)N)C3=CC=C(C=C3)C(=O)NC(CCC(=O)O)C(=O)O. Drug 2: CCC1(C2=C(COC1=O)C(=O)N3CC4=CC5=C(C=CC(=C5CN(C)C)O)N=C4C3=C2)O.Cl. Cell line: MOLT-4. Synergy scores: CSS=63.8, Synergy_ZIP=-4.70, Synergy_Bliss=-8.85, Synergy_Loewe=-12.0, Synergy_HSA=-8.52. (5) Drug 1: C1=C(C(=O)NC(=O)N1)N(CCCl)CCCl. Drug 2: CCC1(CC2CC(C3=C(CCN(C2)C1)C4=CC=CC=C4N3)(C5=C(C=C6C(=C5)C78CCN9C7C(C=CC9)(C(C(C8N6C)(C(=O)OC)O)OC(=O)C)CC)OC)C(=O)OC)O.OS(=O)(=O)O. Cell line: HT29. Synergy scores: CSS=57.4, Synergy_ZIP=-2.98, Synergy_Bliss=-3.56, Synergy_Loewe=-23.0, Synergy_HSA=-3.12.